Dataset: Forward reaction prediction with 1.9M reactions from USPTO patents (1976-2016). Task: Predict the product of the given reaction. (1) Given the reactants B(Br)(Br)Br.C[O:6][C:7]1[CH:12]=[CH:11][C:10]([C:13]2[C:14]([CH3:20])=[N:15][CH:16]=[N:17][C:18]=2[CH3:19])=[C:9]([CH3:21])[CH:8]=1.C(=O)(O)[O-].[Na+], predict the reaction product. The product is: [CH3:19][C:18]1[C:13]([C:10]2[CH:11]=[CH:12][C:7]([OH:6])=[CH:8][C:9]=2[CH3:21])=[C:14]([CH3:20])[N:15]=[CH:16][N:17]=1. (2) Given the reactants [Na].[Cl:2][C:3]1[C:8]([Cl:9])=[CH:7][CH:6]=[CH:5][C:4]=1[S:10]([NH:13][C:14]1[CH:19]=[CH:18][C:17]([CH2:20][C:21]#[N:22])=[CH:16][CH:15]=1)(=[O:12])=[O:11].[CH2:23]([O:25]C=O)C, predict the reaction product. The product is: [Cl:2][C:3]1[C:8]([Cl:9])=[CH:7][CH:6]=[CH:5][C:4]=1[S:10]([NH:13][C:14]1[CH:19]=[CH:18][C:17]([CH:20]([C:21]#[N:22])[CH:23]=[O:25])=[CH:16][CH:15]=1)(=[O:11])=[O:12]. (3) Given the reactants [F:1][C:2]1[C:3]([OH:13])=[CH:4][CH:5]=[C:6]2[C:11]=1[N:10]=[C:9]([CH3:12])[CH:8]=[CH:7]2.[CH3:14][O:15][CH2:16][C@@H:17](O)[CH3:18], predict the reaction product. The product is: [F:1][C:2]1[C:3]([O:13][C@H:17]([CH3:18])[CH2:16][O:15][CH3:14])=[CH:4][CH:5]=[C:6]2[C:11]=1[N:10]=[C:9]([CH3:12])[CH:8]=[CH:7]2. (4) The product is: [F:1][C:2]1[CH:23]=[CH:22][C:5]([O:6][C:7]2[CH:8]=[C:9]([S:13]([CH2:16][CH2:17][CH2:18][C:19]([OH:20])=[O:41])(=[O:15])=[O:14])[CH:10]=[CH:11][CH:12]=2)=[CH:4][C:3]=1[C:24]1[C:33]2[C:28](=[C:29]([C:34]([F:35])([F:37])[F:36])[CH:30]=[CH:31][CH:32]=2)[N:27]=[CH:26][N:25]=1. Given the reactants [F:1][C:2]1[CH:23]=[CH:22][C:5]([O:6][C:7]2[CH:8]=[C:9]([S:13]([CH2:16][CH2:17][CH2:18][C:19](N)=[O:20])(=[O:15])=[O:14])[CH:10]=[CH:11][CH:12]=2)=[CH:4][C:3]=1[C:24]1[C:33]2[C:28](=[C:29]([C:34]([F:37])([F:36])[F:35])[CH:30]=[CH:31][CH:32]=2)[N:27]=[CH:26][N:25]=1.Cl.C(O)(=[O:41])C, predict the reaction product. (5) Given the reactants [C:1]([N:4]([CH3:25])[NH:5][C:6]([C@H:8]1[CH2:14][CH2:13][C@H:12]2[CH2:15][N:9]1[C:10](=[O:24])[N:11]2[O:16]CC1C=CC=CC=1)=[O:7])(=[O:3])[CH3:2].[H][H], predict the reaction product. The product is: [C:1]([N:4]([CH3:25])[NH:5][C:6]([C@H:8]1[CH2:14][CH2:13][C@H:12]2[CH2:15][N:9]1[C:10](=[O:24])[N:11]2[OH:16])=[O:7])(=[O:3])[CH3:2]. (6) Given the reactants [Cl:1][C:2]1[CH:10]=[CH:9][C:5]([CH2:6][C:7]#[N:8])=[C:4]([O:11][CH3:12])[CH:3]=1.[Cl:13][C:14]1[CH:15]=[C:16]([CH:19]=[CH:20][CH:21]=1)[CH:17]=O.C[O-].[Na+], predict the reaction product. The product is: [Cl:1][C:2]1[CH:10]=[CH:9][C:5](/[C:6](=[CH:17]/[C:16]2[CH:19]=[CH:20][CH:21]=[C:14]([Cl:13])[CH:15]=2)/[C:7]#[N:8])=[C:4]([O:11][CH3:12])[CH:3]=1.